This data is from Peptide-MHC class II binding affinity with 134,281 pairs from IEDB. The task is: Regression. Given a peptide amino acid sequence and an MHC pseudo amino acid sequence, predict their binding affinity value. This is MHC class II binding data. (1) The peptide sequence is QFVRKYRAALSRLPQQ. The MHC is H-2-IAb with pseudo-sequence H-2-IAb. The binding affinity (normalized) is 0.282. (2) The peptide sequence is TDIAEMGANLCVERV. The MHC is DRB4_0103 with pseudo-sequence DRB4_0103. The binding affinity (normalized) is 0.448.